Dataset: Forward reaction prediction with 1.9M reactions from USPTO patents (1976-2016). Task: Predict the product of the given reaction. (1) Given the reactants [CH3:1][O:2][C:3](=[O:12])[CH2:4][C:5]1[CH:10]=[CH:9][CH:8]=[CH:7][C:6]=1Br.C1(P(C2CCCCC2)C2C=CC=CC=2C2C(OC)=CC=CC=2OC)CCCCC1.P([O-])([O-])([O-])=O.[K+].[K+].[K+].[CH2:50]([C:52]([OH:84])([CH2:82][CH3:83])/[CH:53]=[CH:54]/[C:55]1[CH:60]=[CH:59][C:58]([C:61]([CH2:79][CH3:80])([C:64]2[CH:69]=[CH:68][C:67](B3OC(C)(C)C(C)(C)O3)=[CH:66][CH:65]=2)[CH2:62][CH3:63])=[CH:57][C:56]=1[CH3:81])[CH3:51].C(=O)(O)[O-].[Na+], predict the reaction product. The product is: [CH3:1][O:2][C:3](=[O:12])[CH2:4][C:5]1[CH:10]=[CH:9][CH:8]=[CH:7][C:6]=1[C:67]1[CH:66]=[CH:65][C:64]([C:61]([CH2:79][CH3:80])([C:58]2[CH:59]=[CH:60][C:55](/[CH:54]=[CH:53]/[C:52]([CH2:82][CH3:83])([OH:84])[CH2:50][CH3:51])=[C:56]([CH3:81])[CH:57]=2)[CH2:62][CH3:63])=[CH:69][CH:68]=1. (2) The product is: [OH:6][C:5]1[C:7]2[N:8]([CH:9]=[CH:10][CH:11]=2)[N:12]([CH2:13][CH2:14][CH:15]([CH3:16])[CH3:17])[C:34](=[O:35])[C:33]=1[C:28]1[NH:27][C:26]2[CH:37]=[CH:38][C:23]([N:22]([CH3:39])[S:19]([CH3:18])(=[O:21])=[O:20])=[CH:24][C:25]=2[S:30](=[O:31])(=[O:32])[CH:29]=1. Given the reactants C(O[C:5]([C:7]1[N:8]([NH:12][CH2:13][CH2:14][CH:15]([CH3:17])[CH3:16])[CH:9]=[CH:10][CH:11]=1)=[O:6])C=C.[CH3:18][S:19]([N:22]([CH3:39])[C:23]1[CH:38]=[CH:37][C:26]2[NH:27][C:28]([CH2:33][C:34](O)=[O:35])=[CH:29][S:30](=[O:32])(=[O:31])[C:25]=2[CH:24]=1)(=[O:21])=[O:20].[O-]CC.[Na+].C(O)C, predict the reaction product.